Dataset: Catalyst prediction with 721,799 reactions and 888 catalyst types from USPTO. Task: Predict which catalyst facilitates the given reaction. Reactant: C(O[C:4](=[O:35])[CH2:5][CH2:6][CH2:7][N:8]([CH2:27][C:28]1[CH:33]=[CH:32][C:31]([Cl:34])=[CH:30][CH:29]=1)[C:9]([C:11]1([CH3:26])[CH2:14][CH2:13][N:12]1[C:15](=[O:25])[CH2:16][C:17]1[CH:22]=[C:21]([CH3:23])[CH:20]=[C:19]([CH3:24])[CH:18]=1)=[O:10])C.[NH3:36]. Product: [C:4]([CH2:5][CH2:6][CH2:7][N:8]([CH2:27][C:28]1[CH:33]=[CH:32][C:31]([Cl:34])=[CH:30][CH:29]=1)[C:9]([C:11]1([CH3:26])[CH2:14][CH2:13][N:12]1[C:15](=[O:25])[CH2:16][C:17]1[CH:18]=[C:19]([CH3:24])[CH:20]=[C:21]([CH3:23])[CH:22]=1)=[O:10])(=[O:35])[NH2:36]. The catalyst class is: 5.